From a dataset of Full USPTO retrosynthesis dataset with 1.9M reactions from patents (1976-2016). Predict the reactants needed to synthesize the given product. Given the product [CH2:3]([N:10]1[CH:15]=[CH:14][N:13]=[C:12]([C:16]([OH:18])=[O:17])[C:11]1=[O:20])[C:4]1[CH:5]=[CH:6][CH:7]=[CH:8][CH:9]=1, predict the reactants needed to synthesize it. The reactants are: [Li+].[OH-].[CH2:3]([N:10]1[CH:15]=[CH:14][N:13]=[C:12]([C:16]([O:18]C)=[O:17])[C:11]1=[O:20])[C:4]1[CH:9]=[CH:8][CH:7]=[CH:6][CH:5]=1.Cl.